This data is from Forward reaction prediction with 1.9M reactions from USPTO patents (1976-2016). The task is: Predict the product of the given reaction. (1) Given the reactants [CH3:1][O:2][C:3]1[C:8]([C:9]2[CH:14]=[CH:13][C:12]([O:15][CH3:16])=[CH:11][CH:10]=2)=[CH:7][C:6]([CH2:17][NH:18][CH:19]([C:21]2C3C(=CC=CC=3)N=C[CH:22]=2)C)=[CH:5][CH:4]=1.[C:31]1([C@H](N)CC)[CH:36]=[CH:35][CH:34]=[CH:33][CH:32]=1.COC1C(C2C=CC(OC)=CC=2)=CC(C=O)=CC=1.C([BH3-])#N.[Na+], predict the reaction product. The product is: [C:31]1([C@H:19]([NH:18][CH2:17][C:6]2[CH:5]=[CH:4][C:3]([O:2][CH3:1])=[C:8]([C:9]3[CH:10]=[CH:11][C:12]([O:15][CH3:16])=[CH:13][CH:14]=3)[CH:7]=2)[CH2:21][CH3:22])[CH:36]=[CH:35][CH:34]=[CH:33][CH:32]=1. (2) Given the reactants [OH:1][C:2]1[CH:7]=[CH:6][C:5]([C:8]2[CH:9]=[C:10]3[C:15](=[CH:16][CH:17]=2)[N:14]=[C:13]([C:18]([O:20][CH3:21])=[O:19])[CH:12]=[CH:11]3)=[CH:4][CH:3]=1.[CH:22]1([C:27]2[O:31][N:30]=[C:29]([C:32]3[C:37]([Cl:38])=[CH:36][CH:35]=[CH:34][C:33]=3[Cl:39])[C:28]=2[CH2:40]O)[CH2:26][CH2:25][CH2:24][CH2:23]1.C1(P(C2C=CC=CC=2)C2C=CC=CC=2)C=CC=CC=1.N(C(OC(C)C)=O)=NC(OC(C)C)=O, predict the reaction product. The product is: [CH:22]1([C:27]2[O:31][N:30]=[C:29]([C:32]3[C:37]([Cl:38])=[CH:36][CH:35]=[CH:34][C:33]=3[Cl:39])[C:28]=2[CH2:40][O:1][C:2]2[CH:7]=[CH:6][C:5]([C:8]3[CH:9]=[C:10]4[C:15](=[CH:16][CH:17]=3)[N:14]=[C:13]([C:18]([O:20][CH3:21])=[O:19])[CH:12]=[CH:11]4)=[CH:4][CH:3]=2)[CH2:23][CH2:24][CH2:25][CH2:26]1. (3) Given the reactants [C:1]1([OH:7])[CH:6]=[CH:5][CH:4]=[CH:3][CH:2]=1.[CH2:8]=[CH:9][CH2:10][CH2:11][CH2:12][CH2:13][CH2:14][CH2:15][CH2:16][CH2:17][CH2:18][CH3:19], predict the reaction product. The product is: [CH2:19]([C:2]1[CH:3]=[CH:4][CH:5]=[CH:6][C:1]=1[OH:7])[CH2:18][CH2:17][CH2:16][CH2:15][CH2:14][CH2:13][CH2:12][CH2:11][CH2:10][CH2:9][CH3:8]. (4) Given the reactants [Cl:1][C:2]1[CH:7]=[CH:6][C:5]([NH:8][NH2:9])=[C:4]([CH3:10])[CH:3]=1.[Li+].[OH-].[O:13]1[CH:17]=[CH:16][CH:15]=[C:14]1[C:18](Cl)=[O:19], predict the reaction product. The product is: [Cl:1][C:2]1[CH:7]=[CH:6][C:5]([NH:8][NH:9][C:18]([C:14]2[O:13][CH:17]=[CH:16][CH:15]=2)=[O:19])=[C:4]([CH3:10])[CH:3]=1.